Predict the reactants needed to synthesize the given product. From a dataset of Full USPTO retrosynthesis dataset with 1.9M reactions from patents (1976-2016). Given the product [OH:40][CH2:41][C:42]([CH2:46][OH:47])([CH2:44][OH:45])[NH2:43].[Cl:1][C:2]1[CH:11]=[C:10]2[C:5]([C:6]([C:28]3[CH:29]=[C:30](/[CH:34]=[CH:35]/[C:36]([OH:38])=[O:37])[CH:31]=[CH:32][CH:33]=3)=[C:7]([CH2:13][C:14]([NH:16][C:17]3[CH:22]=[CH:21][C:20]([F:23])=[CH:19][C:18]=3[C:24]([F:25])([F:27])[F:26])=[O:15])[C:8](=[O:12])[O:9]2)=[CH:4][C:3]=1[CH3:39], predict the reactants needed to synthesize it. The reactants are: [Cl:1][C:2]1[CH:11]=[C:10]2[C:5]([C:6]([C:28]3[CH:29]=[C:30](/[CH:34]=[CH:35]/[C:36]([OH:38])=[O:37])[CH:31]=[CH:32][CH:33]=3)=[C:7]([CH2:13][C:14]([NH:16][C:17]3[CH:22]=[CH:21][C:20]([F:23])=[CH:19][C:18]=3[C:24]([F:27])([F:26])[F:25])=[O:15])[C:8](=[O:12])[O:9]2)=[CH:4][C:3]=1[CH3:39].[OH:40][CH2:41][C:42]([CH2:46][OH:47])([CH2:44][OH:45])[NH2:43].C(O)C.